Task: Predict the product of the given reaction.. Dataset: Forward reaction prediction with 1.9M reactions from USPTO patents (1976-2016) (1) Given the reactants [Cl:1][C:2]1[CH:3]=[C:4]([CH:21]=[CH:22][CH:23]=1)[O:5][CH2:6][CH:7]([F:20])[CH2:8][CH2:9][CH:10]1[CH:17]2[CH:13]([O:14][C:15](=[O:18])[CH2:16]2)[CH2:12][CH:11]1[OH:19].[O:24]1[CH:29]=[CH:28][CH2:27][CH2:26][CH2:25]1.O.C1(C)C=CC(S(O)(=O)=O)=CC=1.C(=O)(O)[O-].[Na+], predict the reaction product. The product is: [Cl:1][C:2]1[CH:3]=[C:4]([CH:21]=[CH:22][CH:23]=1)[O:5][CH2:6][CH:7]([F:20])[CH2:8][CH2:9][CH:10]1[CH:17]2[CH:13]([O:14][C:15](=[O:18])[CH2:16]2)[CH2:12][CH:11]1[O:19][CH:25]1[CH2:26][CH2:27][CH2:28][CH2:29][O:24]1. (2) Given the reactants [NH3:1].CO.[NH2:4][C:5]1[C:6]2[C:31]([CH3:37])([C:32]([O:34]CC)=O)[C:30](=[O:38])[NH:29][C:7]=2[N:8]=[C:9]([C:11]2[C:19]3[C:14](=[N:15][CH:16]=[CH:17][CH:18]=3)[N:13]([CH2:20][CH2:21][C:22]([F:28])([F:27])[C:23]([F:26])([F:25])[F:24])[N:12]=2)[N:10]=1, predict the reaction product. The product is: [NH2:4][C:5]1[C:6]2[C:31]([CH3:37])([C:32]([NH2:1])=[O:34])[C:30](=[O:38])[NH:29][C:7]=2[N:8]=[C:9]([C:11]2[C:19]3[C:14](=[N:15][CH:16]=[CH:17][CH:18]=3)[N:13]([CH2:20][CH2:21][C:22]([F:27])([F:28])[C:23]([F:26])([F:25])[F:24])[N:12]=2)[N:10]=1. (3) Given the reactants [NH:1](C(OC(C)(C)C)=O)[C@@H:2]([C:7]([NH:9][C@H:10]([C:15]([NH:17][C@H:18]([C:40]([N:42]1[CH2:51][CH2:50][CH2:49][C@H:43]1[C:44]([NH:46][CH2:47][CH3:48])=[O:45])=[O:41])[CH2:19][CH2:20][CH2:21][NH:22][C:23](=[NH:39])[NH:24][S:25]([C:28]1[C:37]([CH3:38])=[C:35]([CH3:36])[C:32]([O:33][CH3:34])=[CH:31][C:29]=1[CH3:30])(=[O:27])=[O:26])=[O:16])[CH2:11][CH:12]([CH3:14])[CH3:13])=[O:8])[CH2:3][CH:4]([CH3:6])[CH3:5], predict the reaction product. The product is: [NH2:1][C@@H:2]([C:7]([NH:9][C@H:10]([C:15]([NH:17][C@H:18]([C:40]([N:42]1[CH2:51][CH2:50][CH2:49][C@H:43]1[C:44]([NH:46][CH2:47][CH3:48])=[O:45])=[O:41])[CH2:19][CH2:20][CH2:21][NH:22][C:23](=[NH:39])[NH:24][S:25]([C:28]1[C:37]([CH3:38])=[C:35]([CH3:36])[C:32]([O:33][CH3:34])=[CH:31][C:29]=1[CH3:30])(=[O:26])=[O:27])=[O:16])[CH2:11][CH:12]([CH3:14])[CH3:13])=[O:8])[CH2:3][CH:4]([CH3:5])[CH3:6].